This data is from Catalyst prediction with 721,799 reactions and 888 catalyst types from USPTO. The task is: Predict which catalyst facilitates the given reaction. (1) Reactant: [C:1]([O:5][C:6]([NH:8][CH2:9][CH2:10][CH2:11][OH:12])=[O:7])([CH3:4])([CH3:3])[CH3:2].N(C(OCC)=O)=NC(OCC)=O.O[C:26]1[CH:42]=[CH:41][C:29]2[CH2:30][CH:31]([CH2:36][C:37]([O:39][CH3:40])=[O:38])[C:32](=[O:35])[NH:33][CH2:34][C:28]=2[CH:27]=1.C1(P(C2C=CC=CC=2)C2C=CC=CC=2)C=CC=CC=1. Product: [C:1]([O:5][C:6]([NH:8][CH2:9][CH2:10][CH2:11][O:12][C:26]1[CH:42]=[CH:41][C:29]2[CH2:30][CH:31]([CH2:36][C:37]([O:39][CH3:40])=[O:38])[C:32](=[O:35])[NH:33][CH2:34][C:28]=2[CH:27]=1)=[O:7])([CH3:4])([CH3:3])[CH3:2]. The catalyst class is: 198. (2) Reactant: [N+:1]([C:4]1[CH:5]=[CH:6][C:7]([CH:10]2[CH2:13][N:12]([C:14](=[O:17])[CH2:15][CH3:16])[CH2:11]2)=[N:8][CH:9]=1)([O-])=O.O.O.Cl[Sn]Cl.N1C=CC=CC=1.[CH:29]([C:32]1[CH:37]=[CH:36][C:35]([S:38](Cl)(=[O:40])=[O:39])=[CH:34][CH:33]=1)([CH3:31])[CH3:30]. Product: [CH:29]([C:32]1[CH:37]=[CH:36][C:35]([S:38]([NH:1][C:4]2[CH:9]=[N:8][C:7]([CH:10]3[CH2:13][N:12]([C:14](=[O:17])[CH2:15][CH3:16])[CH2:11]3)=[CH:6][CH:5]=2)(=[O:40])=[O:39])=[CH:34][CH:33]=1)([CH3:31])[CH3:30]. The catalyst class is: 511. (3) Product: [CH3:1][Si:2]([CH3:20])([CH3:19])[CH2:3][CH2:4][O:5][CH2:6][O:7][C:8]1[CH:18]=[CH:17][C:11]([C:12]([OH:14])=[O:13])=[CH:10][CH:9]=1. Reactant: [CH3:1][Si:2]([CH3:20])([CH3:19])[CH2:3][CH2:4][O:5][CH2:6][O:7][C:8]1[CH:18]=[CH:17][C:11]([C:12]([O:14]CC)=[O:13])=[CH:10][CH:9]=1.[OH-].[K+].Cl. The catalyst class is: 14. (4) Reactant: [NH:1]1[C:9]2[CH2:8][CH2:7][CH2:6][CH2:5][C:4]=2[CH:3]=[C:2]1[C:10]([O:12][CH2:13][CH3:14])=[O:11].[H-].[Na+].Br[CH2:18][C:19]#[N:20]. Product: [C:19]([CH2:18][N:1]1[C:9]2[CH2:8][CH2:7][CH2:6][CH2:5][C:4]=2[CH:3]=[C:2]1[C:10]([O:12][CH2:13][CH3:14])=[O:11])#[N:20]. The catalyst class is: 3.